This data is from NCI-60 drug combinations with 297,098 pairs across 59 cell lines. The task is: Regression. Given two drug SMILES strings and cell line genomic features, predict the synergy score measuring deviation from expected non-interaction effect. (1) Drug 1: CS(=O)(=O)CCNCC1=CC=C(O1)C2=CC3=C(C=C2)N=CN=C3NC4=CC(=C(C=C4)OCC5=CC(=CC=C5)F)Cl. Drug 2: C(CN)CNCCSP(=O)(O)O. Cell line: KM12. Synergy scores: CSS=-3.16, Synergy_ZIP=5.52, Synergy_Bliss=5.93, Synergy_Loewe=-2.89, Synergy_HSA=-2.76. (2) Drug 1: CN1C(=O)N2C=NC(=C2N=N1)C(=O)N. Drug 2: CN(CCCl)CCCl.Cl. Cell line: NCI/ADR-RES. Synergy scores: CSS=17.1, Synergy_ZIP=-3.08, Synergy_Bliss=-1.34, Synergy_Loewe=-8.76, Synergy_HSA=-0.411. (3) Drug 1: C1=NC2=C(N=C(N=C2N1C3C(C(C(O3)CO)O)F)Cl)N. Drug 2: CN(CCCl)CCCl.Cl. Cell line: SF-295. Synergy scores: CSS=16.2, Synergy_ZIP=-7.11, Synergy_Bliss=-8.43, Synergy_Loewe=-4.29, Synergy_HSA=-5.17.